Dataset: Reaction yield outcomes from USPTO patents with 853,638 reactions. Task: Predict the reaction yield, written as a fraction of the theoretical maximum amount of product (1.0 means a 100% yield; for example, 0.34 means a 34% yield). (1) The reactants are C(O[C:6](=[O:25])[NH:7][C@@H:8]([C:14]1[CH:19]=[CH:18][C:17]([O:20][CH3:21])=[C:16]([O:22][CH2:23][CH3:24])[CH:15]=1)[CH2:9][C:10]([OH:13])([CH3:12])[CH3:11])(C)(C)C.Cl.O1CCOCC1.COC(=O)[C:36]1[C:41]([NH:42][C:43]([CH:45]2[CH2:47][CH2:46]2)=[O:44])=[CH:40][CH:39]=[CH:38][C:37]=1[CH2:48]Br.C(N(CC)CC)C. The yield is 0.510. The catalyst is C(Cl)Cl.CN(C=O)C. The product is [CH2:23]([O:22][C:16]1[CH:15]=[C:14]([C@H:8]([N:7]2[C:6](=[O:25])[C:36]3[C:37](=[CH:38][CH:39]=[CH:40][C:41]=3[NH:42][C:43]([CH:45]3[CH2:47][CH2:46]3)=[O:44])[CH2:48]2)[CH2:9][C:10]([OH:13])([CH3:11])[CH3:12])[CH:19]=[CH:18][C:17]=1[O:20][CH3:21])[CH3:24]. (2) The reactants are [Br:1][C:2]1[CH:3]=[CH:4][C:5]([OH:11])=[C:6]([C:8](=[O:10])[CH3:9])[CH:7]=1.[O:12]1[CH2:17][CH2:16][CH2:15][CH:14]([CH:18]=O)[CH2:13]1.N1CCCC1. The catalyst is CO. The product is [Br:1][C:2]1[CH:7]=[C:6]2[C:5](=[CH:4][CH:3]=1)[O:11][CH:18]([CH:14]1[CH2:15][CH2:16][CH2:17][O:12][CH2:13]1)[CH2:9][C:8]2=[O:10]. The yield is 0.690. (3) The reactants are [Cl:1][C:2]1[C:7]([C:8]([N:10]([C:14]2[CH:15]=[C:16]3[C:20](=[C:21]([NH:23][C:24]([CH:26]4[CH2:28][CH2:27]4)=[O:25])[CH:22]=2)[N:19]([C:29]2[CH:34]=[CH:33][CH:32]=[CH:31][C:30]=2[O:35][CH3:36])[CH:18]=[CH:17]3)[CH2:11][CH2:12][OH:13])=[O:9])=[C:6](Cl)[N:5]=[CH:4][N:3]=1.C(N(CC)CC)C. The catalyst is C(#N)C. The product is [Cl:1][C:2]1[C:7]2[C:8](=[O:9])[N:10]([C:14]3[CH:15]=[C:16]4[C:20](=[C:21]([NH:23][C:24]([CH:26]5[CH2:28][CH2:27]5)=[O:25])[CH:22]=3)[N:19]([C:29]3[CH:34]=[CH:33][CH:32]=[CH:31][C:30]=3[O:35][CH3:36])[CH:18]=[CH:17]4)[CH2:11][CH2:12][O:13][C:6]=2[N:5]=[CH:4][N:3]=1. The yield is 0.683. (4) The reactants are [CH3:1][O:2][C:3]1[CH:8]=[CH:7][C:6]([CH:9]2[CH2:14][CH2:13][CH2:12][NH:11][CH2:10]2)=[CH:5][CH:4]=1.[F:15][C:16]([F:21])([F:20])[C@@H:17]1[CH2:19][O:18]1. The catalyst is C(#N)C. The product is [F:15][C:16]([F:21])([F:20])[C@@H:17]([OH:18])[CH2:19][N:11]1[CH2:12][CH2:13][CH2:14][CH:9]([C:6]2[CH:5]=[CH:4][C:3]([O:2][CH3:1])=[CH:8][CH:7]=2)[CH2:10]1. The yield is 0.980. (5) The reactants are [CH:1]1([C:4]2[O:5][C:6]3[C:7](=[C:9]([C:21]#[N:22])[C:10]([CH3:20])=[C:11]([C:14]4[CH:19]=[CH:18][CH:17]=[CH:16][CH:15]=4)[C:12]=3F)[N:8]=2)[CH2:3][CH2:2]1.C(=O)([O-])[O-].[K+].[K+].[C:29]([O:36][CH3:37])(=[O:35])[CH2:30][C:31]([O:33][CH3:34])=[O:32].C(OCC)(=O)C. The catalyst is CS(C)=O.O. The product is [C:21]([C:9]1[C:7]2[N:8]=[C:4]([CH:1]3[CH2:3][CH2:2]3)[O:5][C:6]=2[C:12]([CH:30]([C:29]([O:36][CH3:37])=[O:35])[C:31]([O:33][CH3:34])=[O:32])=[C:11]([C:14]2[CH:19]=[CH:18][CH:17]=[CH:16][CH:15]=2)[C:10]=1[CH3:20])#[N:22]. The yield is 0.770. (6) The reactants are BrCCBr.C[Si](Cl)(C)C.[CH3:10][O:11][C:12](=[O:21])/[C:13](/I)=[CH:14]\[CH:15]1[CH2:19][CH2:18][CH2:17][CH2:16]1.C1(P(C2C=CC=CC=2)C2C=CC=CC=2)C=CC=CC=1.Br[C:42]1[CH:47]=[CH:46][C:45]([N:48]2[C:52]([CH3:53])=[N:51][N:50]=[N:49]2)=[C:44]([S:54]([CH3:57])(=[O:56])=[O:55])[CH:43]=1.[Cl-].[NH4+]. The catalyst is O1CCCC1.[Zn].C1C=CC(/C=C/C(/C=C/C2C=CC=CC=2)=O)=CC=1.C1C=CC(/C=C/C(/C=C/C2C=CC=CC=2)=O)=CC=1.[Pd]. The product is [CH3:10][O:11][C:12](=[O:21])/[C:13](/[C:42]1[CH:47]=[CH:46][C:45]([N:48]2[C:52]([CH3:53])=[N:51][N:50]=[N:49]2)=[C:44]([S:54]([CH3:57])(=[O:56])=[O:55])[CH:43]=1)=[CH:14]/[CH:15]1[CH2:19][CH2:18][CH2:17][CH2:16]1. The yield is 0.780.